Dataset: Full USPTO retrosynthesis dataset with 1.9M reactions from patents (1976-2016). Task: Predict the reactants needed to synthesize the given product. (1) The reactants are: [CH3:1][O:2][C:3]1[CH:8]=[C:7]([I:9])[CH:6]=[C:5]([O:10][CH3:11])[C:4]=1[OH:12].C(=O)([O-])[O-].[K+].[K+].[CH:19](I)([CH3:21])[CH3:20]. Given the product [CH3:11][O:10][C:5]1[CH:6]=[C:7]([I:9])[CH:8]=[C:3]([O:2][CH3:1])[C:4]=1[O:12][CH:19]([CH3:21])[CH3:20], predict the reactants needed to synthesize it. (2) Given the product [NH2:15][CH:14]1[CH2:13][C:12]2[C:7](=[CH:8][CH:9]=[C:10]([O:26][C:27]3[CH:32]=[CH:31][CH:30]=[C:29]([C:33]([F:35])([F:36])[F:34])[CH:28]=3)[CH:11]=2)[N:6]2[C:2](=[O:1])[NH:3][N:4]=[C:5]12, predict the reactants needed to synthesize it. The reactants are: [O:1]=[C:2]1[N:6]2[C:7]3[C:12]([CH2:13][CH:14]([NH:15]C(=O)OCC4C=CC=CC=4)[C:5]2=[N:4][NH:3]1)=[CH:11][C:10]([O:26][C:27]1[CH:32]=[CH:31][CH:30]=[C:29]([C:33]([F:36])([F:35])[F:34])[CH:28]=1)=[CH:9][CH:8]=3. (3) Given the product [CH2:1]([O:8][C:9]([N:11]1[CH2:12][CH:13]([OH:18])[CH:14]([CH:16]([C:24]2[CH:53]=[CH:22][CH:27]=[CH:26][CH:25]=2)[O:17][CH:28]([C:29]2[CH:36]=[CH:35][C:32]([O:33][CH3:34])=[CH:31][CH:30]=2)[C:37]2[CH:38]=[CH:39][C:40]([O:41][CH3:42])=[CH:43][CH:44]=2)[CH2:15]1)=[O:10])[C:2]1[CH:7]=[CH:6][CH:5]=[CH:4][CH:3]=1, predict the reactants needed to synthesize it. The reactants are: [CH2:1]([O:8][C:9]([N:11]1[CH2:15][CH:14]([CH2:16][OH:17])[CH:13]([OH:18])[CH2:12]1)=[O:10])[C:2]1[CH:7]=[CH:6][CH:5]=[CH:4][CH:3]=1.CN([C:22]1[CH:27]=[CH:26][CH:25]=[CH:24]N=1)C.[C:28](Cl)(C1C=CC=CC=1)([C:37]1[CH:44]=[CH:43][C:40]([O:41][CH3:42])=[CH:39][CH:38]=1)[C:29]1[CH:36]=[CH:35][C:32]([O:33][CH3:34])=[CH:31][CH:30]=1.N1C=CC=C[CH:53]=1. (4) Given the product [CH2:21]=[C:4]1[CH2:9][CH2:8][N:7]([C:10]([O:12][CH2:13][C:14]2[CH:19]=[CH:18][CH:17]=[CH:16][CH:15]=2)=[O:11])[CH2:6][CH2:5]1, predict the reactants needed to synthesize it. The reactants are: [H-].[Na+].O=[C:4]1[CH2:9][CH2:8][N:7]([C:10]([O:12][CH2:13][C:14]2[CH:19]=[CH:18][CH:17]=[CH:16][CH:15]=2)=[O:11])[CH2:6][CH2:5]1.O.[CH3:21]S(C)=O. (5) Given the product [C:1]1([S:7]([C:10]2[CH:15]=[C:14]3[C:13]([CH2:16][CH2:17][C@H:18]([CH2:19][OH:20])[O:21]3)=[CH:12][CH:11]=2)(=[O:9])=[O:8])[CH:6]=[CH:5][CH:4]=[CH:3][CH:2]=1, predict the reactants needed to synthesize it. The reactants are: [C:1]1([S:7]([C:10]2[CH:15]=[CH:14][C:13]([CH2:16][CH2:17][C@@H:18]([OH:21])[CH2:19][OH:20])=[C:12](Br)[CH:11]=2)(=[O:9])=[O:8])[CH:6]=[CH:5][CH:4]=[CH:3][CH:2]=1.[O-]P([O-])([O-])=O.[K+].[K+].[K+].O. (6) Given the product [F:53][C:50]1[CH:51]=[CH:52][C:47]([C:46]([NH:45][CH2:44][C:26]2([C:40]([F:41])([F:42])[F:43])[C:25]3[CH:55]=[C:21]([C:12]4[NH:11][N:10]=[CH:14][N:13]=4)[CH:22]=[CH:23][C:24]=3[NH:29][C:28](=[O:39])[O:27]2)=[O:54])=[CH:48][CH:49]=1, predict the reactants needed to synthesize it. The reactants are: C(OC[N:10]1[CH:14]=[N:13][CH:12]=[N:11]1)C1C=CC=CC=1.C([Li])CCC.Br[C:21]1[CH:22]=[CH:23][C:24]2[N:29](CC3C=CC(OC)=CC=3)[C:28](=[O:39])[O:27][C:26]([CH2:44][NH:45][C:46](=[O:54])[C:47]3[CH:52]=[CH:51][C:50]([F:53])=[CH:49][CH:48]=3)([C:40]([F:43])([F:42])[F:41])[C:25]=2[CH:55]=1.CN(C=O)C. (7) Given the product [CH3:23][C:22]1([CH3:24])[NH:8][C:1]2[C:2](=[CH:3][CH:4]=[CH:5][CH:6]=2)[NH:7][C:21]1=[O:20], predict the reactants needed to synthesize it. The reactants are: [C:1]1([NH2:8])[CH:6]=[CH:5][CH:4]=[CH:3][C:2]=1[NH2:7].C(N(C(C)C)CC)(C)C.C([O:20][C:21](=O)[C:22](Br)([CH3:24])[CH3:23])C.